Dataset: Experimentally validated miRNA-target interactions with 360,000+ pairs, plus equal number of negative samples. Task: Binary Classification. Given a miRNA mature sequence and a target amino acid sequence, predict their likelihood of interaction. (1) The miRNA is hsa-miR-4442 with sequence GCCGGACAAGAGGGAGG. The protein sequence of the target gene is MFRGAWMWPGKDAAALTICCCCCCWAPRPSDKPCADSERAQRWRLSLASLLFFTVLLADHLWLCAGARPRARELSSAMRPPWGAGRERQPVPPRAVLPLPPPPPGEPSAPPGTCGPRYSNLTKAAPAAGSRPVCGGVPEPTGLDAACTKLQSLQRLFEPTTPAPPLRPPDSLSRAPAEFPSAKKNLLKGHFRNFTLSFCDTYTVWDLLLGMDRPDSLDCSLDTLMGDLLAVVASPGSGAWEACSNCIEAYQRLDRHAQEKYDEFDLVLHKYLQAEEYSIRSCTKGCKAVYKAWLCSEYFS.... Result: 0 (no interaction). (2) The protein sequence of the target gene is MPLTLLQDWCRGEHLNTRRCMLILGIPEDCGEDEFEETLQEACRHLGRYRVIGRMFRREENAQAILLELAQDIDYALLPREIPGKGGPWEVIVKPRNSDGEFLNRLNRFLEEERRTVSDMNRVLGSDTNCSAPRVTISPEFWTWAQTLGAAVQPLLEQMLYRELRVFSGNTISIPGALAFDAWLEHTTEMLQMWQVPEGEKRRRLMECLRGPALQVVSGLRASNASITVEECLAALQQVFGPVESHKIAQVKLCKAYQEAGEKVSSFVLRLEPLLQRAVENNVVSRRNVNQTRLKRVLSG.... The miRNA is ath-miR164a with sequence UGGAGAAGCAGGGCACGUGCA. Result: 0 (no interaction). (3) The miRNA is hsa-miR-1265 with sequence CAGGAUGUGGUCAAGUGUUGUU. The protein sequence of the target gene is MEKATVPAAAEGEGSPPAAAAVAAPPAAAAAEVGGGARPASSPRGMVRVCDLLLKKKPPQQQQQQQPPHHKAKRNRTCRPPSSSESSSDSDNSGGGGGGGGGGGGGTSSNNSEEEEDDDDEEEEVSEVESFILDQDDLENPMLETASKLLLSGTADGADLRTVDPETQARLEALLEAAGIGKLSTADGKAFADPEVLRRLTSSVSCALDEAAAALTRMRAESTANAGQSDNRSLAEACSEGDVNAVRKLLIEGRSVNEHTEEGESLLCLACSAGYYELAQVLLAMHANVEDRGIKGDITP.... Result: 0 (no interaction). (4) The miRNA is hsa-miR-4292 with sequence CCCCUGGGCCGGCCUUGG. The protein sequence of the target gene is MEIRGALDLRKRQVLIFLVLLGLSRAGTESAHYSVAEETEIGSFVANLARDLGLGVEELSSREARVVSDDNKKYLHLDLLTGNLLLNEKLDRDELCGSTEPCVLHFQVVLENPLQFFRFELCVKDINDHSPTFLDKEILIKISEGTTVGATFLMESAQDLDVGSNSLQNYTISPNSHFYIKIPDSSDRKIYPELVLDRALDYEQEAELRLTLTAVDGGSPPKSGTTLVLIKVLDINDNAPEFPQSLYEVQVPEDRPLGSWIATISAKDLDAGNYGKISYTFFHASEDIRKTFEINPISGE.... Result: 0 (no interaction). (5) The miRNA is mmu-miR-7231-3p with sequence CUUGCUUCUUUGUUUCCCCAGAA. The protein sequence of the target gene is MLNSTGELEFSNEEDPEIISQLTSLPLSGGKSSAGVPEKTGYPDSVYVMAANIFQGIRIEKSAQKVLIKYGNEPLRSLSESEDQSFQRLSYELAFSALKYQDILETILIDSCIFPSTTIPDHLSSLIIVMLYDFQDRKFQTRVLSDNEEPISEVQEVENLLNSFKIKLAAALARCRIKHDALSIYHILPETVRKQELRASTLPLYAWINTCKISPEEVYNNLKRRGYNKVKSVLHIDDKVFAVDQHCYDVLIFPSHLKNDLINIDLFKDYKLIFQDKSRSLAVHSVKALLNMDDDVLMVN.... Result: 0 (no interaction). (6) The miRNA is hsa-miR-6768-5p with sequence CACACAGGAAAAGCGGGGCCCUG. The protein sequence of the target gene is MKLVRKNIEKDNAGQVTLVPEEPEDMWHTYNLVQVGDSLRASTIRKVQTESSTGSVGSNRVRTTLTLCVEAIDFDSQACQLRVKGTNIQENEYVKMGAYHTIELEPNRQFTLAKKQWDSVVLERIEQACDPAWSADVAAVVMQEGLAHICLVTPSMTLTRAKVEVNIPRKRKGNCSQHDRALERFYEQVVQAIQRHIHFDVVKCILVASPGFVREQFCDYLFQQAVKTDNKLLLENRSKFLQVHASSGHKYSLKEALCDPTVASRLSDTKAAGEVKALDDFYKMLQHEPDRAFYGLKQVE.... Result: 1 (interaction). (7) The miRNA is hsa-miR-6769a-5p with sequence AGGUGGGUAUGGAGGAGCCCU. The protein sequence of the target gene is MPVRGDRGFPPRRELSGWLRAPGMEELIWEQYTVTLQKDSKRGFGIAVSGGRDNPHFENGETSIVISDVLPGGPADGLLQENDRVVMVNGTPMEDVLHSFAVQQLRKSGKVAAIVVKRPRKVQVAALQASPPLDQDDRAFEVMDEFDGRSFRSGYSERSRLNSHGGRSRSWEDSPERGRPHERARSRERDLSRDRSRGRSLERGLDQDHARTRDRSRGRSLERGLDHDFGPSRDRDRDRSRGRSIDQDYERAYHRAYDPDYERAYSPEYRRGARHDARSRGPRSRSREHPHSRSPSPEPR.... Result: 0 (no interaction). (8) The miRNA is hsa-miR-4427 with sequence UCUGAAUAGAGUCUGAAGAGU. The protein sequence of the target gene is MSWGTELWDQFDNLEKHTQWGIDILEKYIKFVKERTEIELSYAKQLRNLSKKYQPKKNSKEEEEYKYTSCKAFISNLNEMNDYAGQHEVISENMASQIIVDLARYVQELKQERKSNFHDGRKAQQHIETCWKQLESSKRRFERDCKEADRAQQYFEKMDADINVTKADVEKARQQAQIRHQMAEDSKADYSSILQKFNHEQHEYYHTHIPNIFQKIQEMEERRIVRMGESMKTYAEVDRQVIPIIGKCLDGIVKAAESIDQKNDSQLVIEAYKSGFEPPGDIEFEDYTQPMKRTVSDNSL.... Result: 1 (interaction).